From a dataset of Forward reaction prediction with 1.9M reactions from USPTO patents (1976-2016). Predict the product of the given reaction. Given the reactants [CH3:1][O:2][C:3]1[CH:19]=[CH:18][C:6]([CH2:7][NH:8][CH2:9][C:10]2[CH:15]=[CH:14][C:13]([O:16][CH3:17])=[CH:12][CH:11]=2)=[CH:5][CH:4]=1.C(N(CC)CC)C.Cl[C:28]1[C:33]([N+:34]([O-:36])=[O:35])=[CH:32][CH:31]=[C:30]([Cl:37])[N:29]=1.[N-]=C=O, predict the reaction product. The product is: [Cl:37][C:30]1[N:29]=[C:28]([N:8]([CH2:7][C:6]2[CH:5]=[CH:4][C:3]([O:2][CH3:1])=[CH:19][CH:18]=2)[CH2:9][C:10]2[CH:15]=[CH:14][C:13]([O:16][CH3:17])=[CH:12][CH:11]=2)[C:33]([N+:34]([O-:36])=[O:35])=[CH:32][CH:31]=1.